The task is: Predict the product of the given reaction.. This data is from Forward reaction prediction with 1.9M reactions from USPTO patents (1976-2016). Given the reactants FC(F)(F)C(O)=O.[CH3:8][C@@H:9]([NH2:16])[CH2:10][N:11]1[CH:15]=[CH:14][CH:13]=[N:12]1.[F:17][C:18]1[CH:26]=[C:25]2[C:21]([C:22]([C:28]3[N:29]=[C:30]4[C:36]([C:37](O)=[O:38])=[CH:35][N:34]([CH2:40][O:41][CH2:42][CH2:43][Si:44]([CH3:47])([CH3:46])[CH3:45])[C:31]4=[N:32][CH:33]=3)=[N:23][N:24]2[CH3:27])=[CH:20][CH:19]=1.F[B-](F)(F)F.N1(OC(N(C)C)=[N+](C)C)C2C=CC=CC=2N=N1.C(N(CC)C(C)C)(C)C, predict the reaction product. The product is: [CH3:8][C@@H:9]([NH:16][C:37]([C:36]1[C:30]2[C:31](=[N:32][CH:33]=[C:28]([C:22]3[C:21]4[C:25](=[CH:26][C:18]([F:17])=[CH:19][CH:20]=4)[N:24]([CH3:27])[N:23]=3)[N:29]=2)[N:34]([CH2:40][O:41][CH2:42][CH2:43][Si:44]([CH3:47])([CH3:46])[CH3:45])[CH:35]=1)=[O:38])[CH2:10][N:11]1[CH:15]=[CH:14][CH:13]=[N:12]1.